Predict the reaction yield, written as a fraction of the theoretical maximum amount of product (1.0 means a 100% yield; for example, 0.34 means a 34% yield). From a dataset of Reaction yield outcomes from USPTO patents with 853,638 reactions. The reactants are [N:8]1(C([N:8]2[CH:12]=[CH:11][N:10]=[CH:9]2)=N)[CH:12]=[CH:11][N:10]=[CH:9]1.N[C:14]1[CH:19]=[CH:18]C=C[C:15]=1[OH:20]. The catalyst is C1COCC1. The product is [O:20]1[C:15]2[CH:14]=[CH:19][CH:18]=[CH:12][C:11]=2[N:10]=[C:9]1[NH2:8]. The yield is 0.870.